This data is from Reaction yield outcomes from USPTO patents with 853,638 reactions. The task is: Predict the reaction yield, written as a fraction of the theoretical maximum amount of product (1.0 means a 100% yield; for example, 0.34 means a 34% yield). (1) The reactants are [C:1]([NH:4][CH:5]([C:10]([C:12]1[CH:17]=[CH:16][CH:15]=[C:14]([CH2:18][O:19][CH3:20])[CH:13]=1)=[O:11])[C:6]([O:8][CH3:9])=[O:7])(=O)C.O=P(Cl)(Cl)Cl.O.[OH-].[Na+]. The catalyst is C1(C)C=CC=CC=1. The product is [CH3:20][O:19][CH2:18][C:14]1[CH:13]=[C:12]([C:10]2[O:11][CH:1]=[N:4][C:5]=2[C:6]([O:8][CH3:9])=[O:7])[CH:17]=[CH:16][CH:15]=1. The yield is 0.940. (2) The reactants are [CH2:1]([N:5]1[C:14]2[C:9](=[CH:10][CH:11]=[CH:12][N:13]=2)[C:8](Cl)=[C:7]([C:16]2[NH:21][C:20]3[CH:22]=[CH:23][CH:24]=[CH:25][C:19]=3[S:18](=[O:27])(=[O:26])[N:17]=2)[C:6]1=[O:28])[CH2:2][CH2:3][CH3:4].[NH3:29]. The catalyst is CO. The product is [NH2:29][C:8]1[C:9]2[C:14](=[N:13][CH:12]=[CH:11][CH:10]=2)[N:5]([CH2:1][CH2:2][CH2:3][CH3:4])[C:6](=[O:28])[C:7]=1[C:16]1[NH:21][C:20]2[CH:22]=[CH:23][CH:24]=[CH:25][C:19]=2[S:18](=[O:26])(=[O:27])[N:17]=1. The yield is 0.200. (3) The reactants are C(O[CH:4]=[C:5]1[C:16]2[C:8](=[CH:9][CH:10]=[C:11]3[C:15]=2[S:14][CH:13]=[N:12]3)[NH:7][C:6]1=[O:17])C.[NH2:18][C:19]1[CH:27]=[CH:26][C:22]2[NH:23][N:24]=[N:25][C:21]=2[CH:20]=1. No catalyst specified. The product is [N:23]1[C:22]2[CH:26]=[CH:27][C:19]([NH:18][CH:4]=[C:5]3[C:16]4[C:8](=[CH:9][CH:10]=[C:11]5[C:15]=4[S:14][CH:13]=[N:12]5)[NH:7][C:6]3=[O:17])=[CH:20][C:21]=2[NH:25][N:24]=1. The yield is 0.540. (4) The product is [CH:28]1([CH2:34][C@H:35]([N:39]2[CH2:47][C:46]3[C:41](=[CH:42][CH:43]=[CH:44][CH:45]=3)[C:40]2=[O:48])[C:36]([NH:49][C:50]2[NH:51][CH:52]=[CH:53][N:54]=2)=[O:37])[CH2:29][CH2:30][CH2:31][CH2:32][CH2:33]1. The yield is 0.0400. No catalyst specified. The reactants are F[P-](F)(F)(F)(F)F.N1(O[P+](N(C)C)(N(C)C)N(C)C)C2C=CC=CC=2N=N1.[CH:28]1([CH2:34][C@H:35]([N:39]2[CH2:47][C:46]3[C:41](=[CH:42][CH:43]=[CH:44][CH:45]=3)[C:40]2=[O:48])[C:36](O)=[O:37])[CH2:33][CH2:32][CH2:31][CH2:30][CH2:29]1.[NH2:49][C:50]1[NH:51][CH:52]=[CH:53][N:54]=1.C1(C[C@H](N2CC3C(=CC=CC=3)C2=O)C(NC2SC=CN=2)=O)CCCCC1. (5) The catalyst is [OH-].[Na+]. The product is [CH2:4]([C:3]([C:24]1[CH:37]=[CH:36][C:27]([O:28][CH2:29][C@@H:30]([OH:34])[CH2:31][CH2:32][C:33]([OH:35])=[O:40])=[C:26]([CH3:38])[CH:25]=1)([C:6]1[CH:11]=[CH:10][C:9](/[CH:12]=[CH:13]/[C:14]([CH2:21][CH3:22])([OH:20])[C:15]#[C:16][CH2:17][CH2:18][CH3:19])=[C:8]([CH3:23])[CH:7]=1)[CH2:1][CH3:2])[CH3:5]. The yield is 0.290. The reactants are [CH2:1]([C:3]([C:24]1[CH:37]=[CH:36][C:27]([O:28][CH2:29][C@H:30]2[O:34][C:33](=[O:35])[CH2:32][CH2:31]2)=[C:26]([CH3:38])[CH:25]=1)([C:6]1[CH:11]=[CH:10][C:9](/[CH:12]=[CH:13]/[C:14]([CH2:21][CH3:22])([OH:20])[C:15]#[C:16][CH2:17][CH2:18][CH3:19])=[C:8]([CH3:23])[CH:7]=1)[CH2:4][CH3:5])[CH3:2].C[OH:40]. (6) The reactants are [OH-].[Na+].[CH:3]12[CH2:12][CH:7]3[CH2:8][CH:9]([CH2:11][CH:5]([CH2:6]3)[CH:4]1[NH:13][C:14]([C:16]1[CH:17]=[N:18][N:19]([C:25]3[CH:34]=[CH:33][C:28]([C:29]([O:31]C)=[O:30])=[CH:27][CH:26]=3)[C:20]=1[C:21]([CH3:24])([CH3:23])[CH3:22])=[O:15])[CH2:10]2. The catalyst is CO. The product is [CH:3]12[CH2:10][CH:9]3[CH2:8][CH:7]([CH2:6][CH:5]([CH2:11]3)[CH:4]1[NH:13][C:14]([C:16]1[CH:17]=[N:18][N:19]([C:25]3[CH:34]=[CH:33][C:28]([C:29]([OH:31])=[O:30])=[CH:27][CH:26]=3)[C:20]=1[C:21]([CH3:23])([CH3:24])[CH3:22])=[O:15])[CH2:12]2. The yield is 0.800. (7) The reactants are [N+:1]([C:4]1[CH:9]=[CH:8][C:7]([CH2:10][C:11]([OH:13])=O)=[CH:6][CH:5]=1)([O-:3])=[O:2].[CH3:14][N:15](C(ON1N=NC2C=CC=NC1=2)=[N+](C)C)C.F[P-](F)(F)(F)(F)F.CCN(C(C)C)C(C)C.Cl.CN. The catalyst is C(Cl)Cl. The product is [CH3:14][NH:15][C:11](=[O:13])[CH2:10][C:7]1[CH:8]=[CH:9][C:4]([N+:1]([O-:3])=[O:2])=[CH:5][CH:6]=1. The yield is 0.750.